This data is from Peptide-MHC class I binding affinity with 185,985 pairs from IEDB/IMGT. The task is: Regression. Given a peptide amino acid sequence and an MHC pseudo amino acid sequence, predict their binding affinity value. This is MHC class I binding data. (1) The peptide sequence is RNPRFYNL. The MHC is H-2-Kb with pseudo-sequence H-2-Kb. The binding affinity (normalized) is 0.882. (2) The peptide sequence is ITLILSNKL. The MHC is HLA-A02:02 with pseudo-sequence HLA-A02:02. The binding affinity (normalized) is 0.211. (3) The peptide sequence is GMNEVTKAL. The MHC is HLA-B48:01 with pseudo-sequence HLA-B48:01. The binding affinity (normalized) is 0.456. (4) The peptide sequence is SEGATPQDL. The MHC is HLA-A26:01 with pseudo-sequence HLA-A26:01. The binding affinity (normalized) is 0. (5) The binding affinity (normalized) is 0.0359. The MHC is HLA-B45:01 with pseudo-sequence HLA-B45:01. The peptide sequence is FELTSMKYF. (6) The peptide sequence is QIQAGNFHW. The MHC is HLA-B27:03 with pseudo-sequence HLA-B27:03. The binding affinity (normalized) is 0.0847.